From a dataset of Full USPTO retrosynthesis dataset with 1.9M reactions from patents (1976-2016). Predict the reactants needed to synthesize the given product. (1) Given the product [ClH:49].[ClH:49].[NH2:20][C@@H:21]([CH3:29])[CH2:22][CH2:23][NH:24][CH2:25][CH:26]([CH3:28])[CH3:27].[F:1][C:2]1[CH:7]=[C:6]([F:8])[CH:5]=[CH:4][C:3]=1[CH2:9][NH:10][C:11]([C:13]1[C:14](=[O:34])[C:15]([O:33][CH2:43][C:41]2[CH:40]=[CH:46][CH:45]=[CH:50][CH:42]=2)=[C:16]2[C:30](=[O:31])[N:20]3[C@@H:21]([CH3:29])[CH2:22][CH2:23][N:24]([CH2:25][CH:26]([CH3:27])[CH3:28])[C@@H:19]3[CH2:18][N:17]2[CH:32]=1)=[O:12], predict the reactants needed to synthesize it. The reactants are: [F:1][C:2]1[CH:7]=[C:6]([F:8])[CH:5]=[CH:4][C:3]=1[CH2:9][NH:10][C:11]([C:13]1[C:14](=[O:34])[C:15]([OH:33])=[C:16]2[C:30](=[O:31])[N:20]3[C@@H:21]([CH3:29])[CH2:22][CH2:23][N:24]([CH2:25][CH:26]([CH3:28])[CH3:27])[C@@H:19]3[CH2:18][N:17]2[CH:32]=1)=[O:12].N[C@@H](C)CCN[CH2:40][CH:41]([CH3:43])[CH3:42].[C:45](O)(=O)[CH3:46].[Cl:49][CH2:50]Cl. (2) Given the product [CH2:32]([S:34]([N:19]1[CH2:18][CH2:17][CH:16]([C:13]2[C:11]3=[N:12][C:7]([C:1]4[CH:2]=[CH:3][CH:4]=[CH:5][CH:6]=4)=[CH:8][C:9]([C:22]([NH2:24])=[O:23])=[C:10]3[NH:15][CH:14]=2)[CH2:21][CH2:20]1)(=[O:36])=[O:35])[CH3:33], predict the reactants needed to synthesize it. The reactants are: [C:1]1([C:7]2[N:12]=[C:11]3[C:13]([CH:16]4[CH2:21][CH2:20][NH:19][CH2:18][CH2:17]4)=[CH:14][NH:15][C:10]3=[C:9]([C:22]([NH2:24])=[O:23])[CH:8]=2)[CH:6]=[CH:5][CH:4]=[CH:3][CH:2]=1.C(N(CC)CC)C.[CH2:32]([S:34](Cl)(=[O:36])=[O:35])[CH3:33]. (3) Given the product [Cl:1][CH2:2][C:3]1[CH:4]=[C:5]([CH:9]=[CH:10][CH:11]=1)[C:6]([NH:38][C:27]1[CH:28]=[CH:29][C:30]([N:32]2[CH2:33][CH2:34][CH2:35][CH2:36][CH2:37]2)=[CH:31][C:26]=1[C:22]1[CH:21]=[C:20]([CH:25]=[CH:24][N:23]=1)[C:19]([NH:18][CH2:17][C:16]1[CH:40]=[CH:41][CH:42]=[C:14]([C:13]([F:44])([F:12])[F:43])[CH:15]=1)=[O:39])=[O:7], predict the reactants needed to synthesize it. The reactants are: [Cl:1][CH2:2][C:3]1[CH:4]=[C:5]([CH:9]=[CH:10][CH:11]=1)[C:6](Cl)=[O:7].[F:12][C:13]([F:44])([F:43])[C:14]1[CH:15]=[C:16]([CH:40]=[CH:41][CH:42]=1)[CH2:17][NH:18][C:19](=[O:39])[C:20]1[CH:25]=[CH:24][N:23]=[C:22]([C:26]2[CH:31]=[C:30]([N:32]3[CH2:37][CH2:36][CH2:35][CH2:34][CH2:33]3)[CH:29]=[CH:28][C:27]=2[NH2:38])[CH:21]=1.C(N(C(C)C)CC)(C)C.ClCCl.